This data is from Catalyst prediction with 721,799 reactions and 888 catalyst types from USPTO. The task is: Predict which catalyst facilitates the given reaction. Reactant: [F:1][C:2]1[C:3]([N+:13]([O-:15])=[O:14])=[CH:4][C:5]([CH3:12])=[C:6]([NH:8]C(=O)C)[CH:7]=1.C(=O)([O-])[O-].[K+].[K+]. Product: [F:1][C:2]1[C:3]([N+:13]([O-:15])=[O:14])=[CH:4][C:5]([CH3:12])=[C:6]([NH2:8])[CH:7]=1. The catalyst class is: 33.